From a dataset of Reaction yield outcomes from USPTO patents with 853,638 reactions. Predict the reaction yield, written as a fraction of the theoretical maximum amount of product (1.0 means a 100% yield; for example, 0.34 means a 34% yield). The reactants are [Si]([O:8][CH2:9][CH2:10][C@@H:11]([N:20]1[CH:25]=[CH:24][C:23]([C:26]2[CH:31]=[CH:30][N:29]=[C:28]([NH:32][CH:33]3[CH2:38][CH2:37][O:36][CH2:35][CH2:34]3)[N:27]=2)=[CH:22][C:21]1=[O:39])[C:12]1[CH:17]=[CH:16][C:15]([Cl:18])=[C:14]([F:19])[CH:13]=1)(C(C)(C)C)(C)C.Cl. The catalyst is C(Cl)(Cl)Cl.O1CCOCC1. The product is [Cl:18][C:15]1[CH:16]=[CH:17][C:12]([C@H:11]([N:20]2[CH:25]=[CH:24][C:23]([C:26]3[CH:31]=[CH:30][N:29]=[C:28]([NH:32][CH:33]4[CH2:34][CH2:35][O:36][CH2:37][CH2:38]4)[N:27]=3)=[CH:22][C:21]2=[O:39])[CH2:10][CH2:9][OH:8])=[CH:13][C:14]=1[F:19]. The yield is 1.00.